From a dataset of Forward reaction prediction with 1.9M reactions from USPTO patents (1976-2016). Predict the product of the given reaction. (1) Given the reactants [CH:1]1([O:6][C:7]([NH:9][C:10]2[CH:11]=[C:12]3[C:16](=[CH:17][CH:18]=2)[N:15]([CH3:19])[CH:14]=[C:13]3[CH2:20][C:21]2[CH:29]=[CH:28][C:24]([C:25]([O-:27])=[O:26])=[CH:23][C:22]=2[O:30][CH3:31])=[O:8])[CH2:5][CH2:4][CH2:3][CH2:2]1.[Na+].Cl, predict the reaction product. The product is: [CH:1]1([O:6][C:7]([NH:9][C:10]2[CH:11]=[C:12]3[C:16](=[CH:17][CH:18]=2)[N:15]([CH3:19])[CH:14]=[C:13]3[CH2:20][C:21]2[CH:29]=[CH:28][C:24]([C:25]([OH:27])=[O:26])=[CH:23][C:22]=2[O:30][CH3:31])=[O:8])[CH2:2][CH2:3][CH2:4][CH2:5]1. (2) The product is: [CH3:36][O:37][C:38]1[CH:43]=[CH:42][C:41]([CH2:44][NH-:45])=[CH:40][CH:39]=1.[CH3:1][C:2]1[NH:6][C:5]2[CH:7]=[CH:8][C:9]([C:11]([OH:13])=[O:12])=[CH:10][C:4]=2[N:3]=1. Given the reactants [CH3:1][C:2]1[NH:3][C:4]2[CH:10]=[C:9]([C:11]([OH:13])=[O:12])[CH:8]=[CH:7][C:5]=2[N:6]=1.OC1C2N=NNC=2C=CC=1.Cl.C(N=C=NCCCN(C)C)C.[CH3:36][O:37][C:38]1[CH:43]=[CH:42][C:41]([CH2:44][NH2:45])=[CH:40][CH:39]=1, predict the reaction product. (3) Given the reactants Cl[C:2]1[C:7]([F:8])=[CH:6][N:5]=[C:4]([O:9][CH2:10][C:11]2[CH:16]=[CH:15][CH:14]=[C:13]([O:17][CH3:18])[CH:12]=2)[N:3]=1.CCO.O.[NH2:23][NH2:24], predict the reaction product. The product is: [F:8][C:7]1[C:2]([NH:23][NH2:24])=[N:3][C:4]([O:9][CH2:10][C:11]2[CH:16]=[CH:15][CH:14]=[C:13]([O:17][CH3:18])[CH:12]=2)=[N:5][CH:6]=1.